Dataset: Full USPTO retrosynthesis dataset with 1.9M reactions from patents (1976-2016). Task: Predict the reactants needed to synthesize the given product. (1) Given the product [CH2:1]([O:8][C:9]1[CH:10]=[C:11]([C:17]2[C:18]([CH3:34])([CH3:33])[C:19](=[O:32])[N:20]([CH:22]3[CH2:27][CH2:26][N:25]([C:28](=[O:31])[CH2:29][N:39]4[C:35](=[O:41])[CH2:36][CH2:37][C:38]4=[O:40])[CH2:24][CH2:23]3)[N:21]=2)[CH:12]=[CH:13][C:14]=1[O:15][CH3:16])[C:2]1[CH:7]=[CH:6][CH:5]=[CH:4][CH:3]=1, predict the reactants needed to synthesize it. The reactants are: [CH2:1]([O:8][C:9]1[CH:10]=[C:11]([C:17]2[C:18]([CH3:34])([CH3:33])[C:19](=[O:32])[N:20]([CH:22]3[CH2:27][CH2:26][N:25]([C:28](=[O:31])[CH2:29]Cl)[CH2:24][CH2:23]3)[N:21]=2)[CH:12]=[CH:13][C:14]=1[O:15][CH3:16])[C:2]1[CH:7]=[CH:6][CH:5]=[CH:4][CH:3]=1.[C:35]1(=[O:41])[NH:39][C:38](=[O:40])[CH2:37][CH2:36]1. (2) Given the product [CH3:14][C:4]1[CH:3]=[C:2]([O:1][CH2:21][C:20]#[C:19][CH2:18][CH3:22])[C:11]2[C:6](=[CH:7][CH:8]=[CH:9][CH:10]=2)[C:5]=1[CH:12]=[O:13], predict the reactants needed to synthesize it. The reactants are: [OH:1][C:2]1[C:11]2[C:6](=[CH:7][CH:8]=[CH:9][CH:10]=2)[C:5]([CH:12]=[O:13])=[C:4]([CH3:14])[CH:3]=1.[H-].[Na+].Br[CH2:18][C:19]#[C:20][CH3:21].[CH3:22]N(C)C=O. (3) The reactants are: NO.C(OCC)(=O)C.[C:9]([C:13]1[CH:14]=[C:15](/[CH:23]=[CH:24]/[C:25]2[CH:26]=[C:27](/[CH:47]=[CH:48]/[C:49]3[CH:50]=[C:51]([CH:54]=[C:55](/[CH:57]=[CH:58]/[C:59]4[CH:64]=[C:63](/[CH:65]=[CH:66]/[C:67]5[CH:72]=[C:71]([C:73]([CH3:76])([CH3:75])[CH3:74])[CH:70]=[C:69]([C:77]([CH3:80])([CH3:79])[CH3:78])[CH:68]=5)[CH:62]=[C:61](/[CH:81]=[CH:82]/[C:83]5[CH:88]=[C:87]([C:89]([CH3:92])([CH3:91])[CH3:90])[CH:86]=[C:85]([C:93]([CH3:96])([CH3:95])[CH3:94])[CH:84]=5)[CH:60]=4)[CH:56]=3)[CH2:52][OH:53])[CH:28]=[C:29](/[CH:31]=[CH:32]/[C:33]3[CH:38]=[C:37]([C:39]([CH3:42])([CH3:41])[CH3:40])[CH:36]=[C:35]([C:43]([CH3:46])([CH3:45])[CH3:44])[CH:34]=3)[CH:30]=2)[CH:16]=[C:17]([C:19]([CH3:22])([CH3:21])[CH3:20])[CH:18]=1)([CH3:12])([CH3:11])[CH3:10].O. Given the product [C:73]([C:71]1[CH:72]=[C:67]([CH2:66][CH2:65][C:63]2[CH:64]=[C:59]([CH2:58][CH2:57][C:55]3[CH:54]=[C:51]([CH:50]=[C:49]([CH2:48][CH2:47][C:27]4[CH:26]=[C:25]([CH2:24][CH2:23][C:15]5[CH:16]=[C:17]([C:19]([CH3:22])([CH3:21])[CH3:20])[CH:18]=[C:13]([C:9]([CH3:12])([CH3:11])[CH3:10])[CH:14]=5)[CH:30]=[C:29]([CH2:31][CH2:32][C:33]5[CH:38]=[C:37]([C:39]([CH3:42])([CH3:41])[CH3:40])[CH:36]=[C:35]([C:43]([CH3:46])([CH3:45])[CH3:44])[CH:34]=5)[CH:28]=4)[CH:56]=3)[CH2:52][OH:53])[CH:60]=[C:61]([CH2:81][CH2:82][C:83]3[CH:88]=[C:87]([C:89]([CH3:92])([CH3:91])[CH3:90])[CH:86]=[C:85]([C:93]([CH3:96])([CH3:95])[CH3:94])[CH:84]=3)[CH:62]=2)[CH:68]=[C:69]([C:77]([CH3:79])([CH3:78])[CH3:80])[CH:70]=1)([CH3:74])([CH3:75])[CH3:76], predict the reactants needed to synthesize it.